This data is from Drug-target binding data from BindingDB using Ki measurements. The task is: Regression. Given a target protein amino acid sequence and a drug SMILES string, predict the binding affinity score between them. We predict pKi (pKi = -log10(Ki in M); higher means stronger inhibition). Dataset: bindingdb_ki. (1) The drug is COC(=O)CCC(=O)N[C@@H](C)C(=O)N[C@@H](C)C(=O)N1CCC[C@H]1C(=O)N/C(=C(/OC(C)=O)C(=O)OC)C(C)C. The target protein (Q9GJT2) has sequence MALKQLSSNKCFGGLQKVFEHDSVELKCKMKFAIYLPPKAETGKCPALYWLSGLTCTEQNFITKSGYHQAASEHGLVVIAPDTSPRGCNIKGEDESWDFGTGAGFYLDATEDPWKTNYRMYSYVTEELPQLINANFPVDPQRMSIFGHSMGGHGALICTLKNPGKYKSVSAFAPICNPVLCPWGKKAFSGYLGTDESKWKAYDATHLVKSYPGSQLDILIDQGKDDQFLSDGQLLPDNFIAACTEKKIPVVFRSQEGYDHSYYFIATFITDHIRHHAKYLNA. The pKi is 6.9. (2) The drug is CCCC(N=O)c1ccc(OCCCc2cnc[nH]2)cc1. The target protein (Q9QYN8) has sequence MERAPPDGLMNASGTLAGEAAAAGGARGFSAAWTAVLAALMALLIVATVLGNALVMLAFVADSSLRTQNNFFLLNLAISDFLVGAFCIPLYVPYVLTGRWTFGRGLCKLWLVVDYLLCASSVFNIVLISYDRFLSVTRAVSYRAQQGDTRRAVRKMALVWVLAFLLYGPAILSWEYLSGGSSIPEGHCYAEFFYNWYFLITASTLEFFTPFLSVTFFNLSIYLNIQRRTRLRLDGGREAGPEPPPDAQPSPPPAPPSCWGCWPKGHGEAMPLHRYGVGEAGPGVEAGEAALGGGSGGGAAASPTSSSGSSSRGTERPRSLKRGSKPSASSASLEKRMKMVSQSITQRFRLSRDKKVAKSLAIIVSIFGLCWAPYTLLMIIRAACHGRCIPDYWYETSFWLLWANSAVNPVLYPLCHYSFRRAFTKLLCPQKLKVQPHGSLEQCWK. The pKi is 8.3. (3) The small molecule is Cc1cc(N2CC[C@H](N3CCC[C@@H]3C)C2)ccc1N1CCCC2(CCN(C(=O)c3ccoc3)CC2)C1=O. The target protein sequence is MLAFVADSSLRTQNNFFLLNLAISDFLVGAFCIPLYVPYVLTGRWTFGRGLCKLWLVVDYLLCTSSAFNIVLISYDRFLSVTRAVSYRAQQGNTRRAVRKMLLVWVLAFLLYGPAILSWEYLSGGSSIPEGHCYAEFFYNWYFLITASTLEFFTPFLSVTFFNLSIYLNIQRRTRLRLDGAREAGGPEPPPEAQPSPPPPPGCWGCWQKGHGEAMPLHRYGVGEAAAGAEAGETALGGGGGGGTAASPTSSSGSSSRGTERPRSLKRGSKPSASSASLEKRMKMVSQSFTQRFRLSRDRKVAKSLAVIVSIFGLCWAPYTLLMIIRAACHGHCVPDYWYETSFWLLWANSAVNPVLYPLCHHSFRRAFTKLLCPQKLKIQPHSSLEQCWK. The pKi is 8.8. (4) The small molecule is C[C@@H]1C(=O)O[C@H]2[C@H](O)[C@@]34C5C[C@@H](C(C)(C)C)C36C(OC(=O)[C@@H]6OCc3c(F)c(F)c(N=[N+]=[N-])c(F)c3F)OC4(C(=O)O5)[C@@]12O. The target protein (Q62035) has sequence MEHNGSFRVDSEFRYTLFPIVYSVIFILGVVANGYVLWVFANLYPSKKLNEIKIFMVNLTMADLLFLITLPLWIVYYYNEGDWILPNFLCNVAGCLFFINTYCSVAFLGVITYNRYQAVAYPIKTAQATTRKRGISLSLIIWVSIVATASYFLATDSTNLVPNKDGSGNITRCFEHYEPYSVPILVVHVFIAFCFFLVFFLIFYCNLVIIHTLLTQPMRQQRKAGVKRRALWMVCTVLAVFIICFVPHHVVQLPWTLAELGYQTNFHQAINDAHQITLCLLSTNCVLDPVIYCFLTKKFRKHLSEKFYSMRSSRKCSRATSDTCTEVIVPANQTPIVSLKN. The pKi is 7.0. (5) The small molecule is CCCCC[C@H](O)/C=C/C1C[C@H]2C[C@H](C2)[C@@H]1C/C=C\CCCC(=O)O. The target protein (P30987) has sequence MWPNGTSLGACFRPVNITLQERRAIASPWFAASFCALGLGSNLLALSVLAGARPGAGPRSSFLALLCGLVLTDFLGLLVTGAIVASQHAALLDWRATDPSCRLCYFMGVAMVFFGLCPLLLGAAMASERFVGITRPFSRPTATSRRAWATVGLVWVAAGALGLLPLLGLGRYSVQYPGSWCFLTLGTQRGDVVFGLIFALLGSASVGLSLLLNTVSVATLCRVYHTREATQRPRDCEVEMMVQLVGIMVVATVCWMPLLVFIMQTLLQTPPVMSFSGQLLRATEHQLLIYLRVATWNQILDPWVYILFRRSVLRRLHPRFSSQLQAVSLRRPPAQAMLSGP. The pKi is 5.8. (6) The small molecule is C=CCc1cc(O)c(OC)c(O)c1. The target protein (P62575) has sequence MSYFRNRDIDIERNSMNRSVQERKCRYSIRKLSVGAVSMIVGAVVFGTSPVLAQEGASEQPLANETQLSGESSTLTDTEKSQPSSETELSGNKQEQERKDKQEEKIPRDYYARDLENVETVIEKEDVETNASNGQRVDLSSELDKLKKLENATVHMEFKPDAKAPAFYNLFSVSSATKKDEYFTMAVYNNTATLEGRGSDGKQFYNNYNDAPLKVKPGQWNSVTFTVEKPTAELPKGRVRLYVNGVLSRTSLRSGNFIKDMPDVTHVQIGATKRANNTVWGSNLQIRNLTVYNRALTPEEVQKRSQLFKRSDLEKKLPEGAALTEKTDIFESGRNGKPNKDGIKSYRIPALLKTDKGTLIAGADERRLHSSDWGDIGMVIRRSEDNGKTWGDRVTITNLRDNPKASDPSIGSPVNIDMVLVQDPETKRIFSIYDMFPEGKGIFGMSSQKEEAYKKIDGKTYQILYREGEKGAYTIRENGTVYTPDGKATDYRVVVDPVKP.... The pKi is 5.3. (7) The drug is N#Cc1ccc(OC(=O)c2ccc(NC(N)=[NH2+])cc2)cc1. The target protein sequence is MNNQRKKARNTPFNMLKRERNRVSTVQQLTKRFSLGMLQGRGPLKLFMALVAFLRFLTIPPTAGILKRWGTIKKSKAINVLRGFRKEIGRMLNILNRRRRTAGIIIMMIPTVMAFHLTTRNGEPHMIVSRQEKGKSLLFKTENGVNMCTLMAMDLGELCEDTITYNCPLLRQNEPEDIDCGCHSTSTWVTYGTCTATGEHRREKRSVALVPHVGMGLETRTETWMSSEGAWKHAQRIETWVLRHPGFTIMAAILAYTIGTTYFQRVLIFILLTAVTPSMTMRCIGISNRDFVEGVSGGSWVDIVLEHGSCVTTMAKNKPTLDFELVKTEAKHPATLRKYCIEAKLTNTTTASRCPTQGEPSLNEEQDKRFVCKHSMVDRGWGNGCGLFGKGGIVTCAMFTCKKNMEGKVVQPENLEYTIVITPHSGEENAVGNDTGKHGKEIKVTPQSSITEAELTGYGTVTMECSPRTGLDFNEMVLLQMENKAWLVHRQWFLDLPLPW.... The pKi is 4.5.